From a dataset of Full USPTO retrosynthesis dataset with 1.9M reactions from patents (1976-2016). Predict the reactants needed to synthesize the given product. (1) Given the product [Cl:16][CH2:15][C:12]1[N:11]=[N:10][C:9]([C:3]2[C:4]([F:8])=[CH:5][CH:6]=[CH:7][C:2]=2[F:1])=[CH:14][CH:13]=1, predict the reactants needed to synthesize it. The reactants are: [F:1][C:2]1[CH:7]=[CH:6][CH:5]=[C:4]([F:8])[C:3]=1[C:9]1[N:10]=[N:11][C:12]([CH3:15])=[CH:13][CH:14]=1.[Cl:16]N1C(=O)N(Cl)C(=O)N(Cl)C1=O. (2) Given the product [CH3:1][CH:2]1[N:6]([C:28](=[O:31])[CH2:29][CH3:30])[CH2:5][C:4]2([CH2:11][CH2:10][N:9]([CH3:12])[CH2:8][CH2:7]2)[S:3]1, predict the reactants needed to synthesize it. The reactants are: [CH3:1][CH:2]1[NH:6][CH2:5][C:4]2([CH2:11][CH2:10][N:9]([CH3:12])[CH2:8][CH2:7]2)[S:3]1.C1(N=C=NC2CCCCC2)CCCCC1.[C:28](O)(=[O:31])[CH2:29][CH3:30].